Dataset: Full USPTO retrosynthesis dataset with 1.9M reactions from patents (1976-2016). Task: Predict the reactants needed to synthesize the given product. (1) Given the product [Cl:1][C:2]1[CH:3]=[CH:4][C:5]([C:8]2[CH:9]=[C:10]([NH:21][C:28](=[O:29])[C:24]3[CH:25]=[CH:26][CH:27]=[N:22][CH:23]=3)[CH:11]=[N:12][C:13]=2[O:14][C@@H:15]([CH3:20])[C:16]([F:17])([F:18])[F:19])=[CH:6][CH:7]=1, predict the reactants needed to synthesize it. The reactants are: [Cl:1][C:2]1[CH:7]=[CH:6][C:5]([C:8]2[CH:9]=[C:10]([NH2:21])[CH:11]=[N:12][C:13]=2[O:14][C@@H:15]([CH3:20])[C:16]([F:19])([F:18])[F:17])=[CH:4][CH:3]=1.[N:22]1[CH:27]=[CH:26][CH:25]=[C:24]([C:28](O)=[O:29])[CH:23]=1. (2) Given the product [C:17]([O:1][C:2]1[CH:9]=[CH:8][C:5]([CH2:6][OH:7])=[CH:4][CH:3]=1)(=[O:20])[CH2:18][CH3:19], predict the reactants needed to synthesize it. The reactants are: [OH:1][C:2]1[CH:9]=[CH:8][C:5]([CH2:6][OH:7])=[CH:4][CH:3]=1.C(N(CC)CC)C.[C:17](O[C:17](=[O:20])[CH2:18][CH3:19])(=[O:20])[CH2:18][CH3:19].C(OCC)(=O)C. (3) The reactants are: [C:1]([N:8]1[CH2:13][CH2:12][NH:11][CH:10]([CH2:14][C:15](OC)=[O:16])[CH2:9]1)([O:3][C:4]([CH3:7])([CH3:6])[CH3:5])=[O:2].[BH4-].[Na+]. Given the product [C:4]([O:3][C:1]([N:8]1[CH2:13][CH2:12][NH:11][CH:10]([CH2:14][CH2:15][OH:16])[CH2:9]1)=[O:2])([CH3:7])([CH3:6])[CH3:5], predict the reactants needed to synthesize it. (4) The reactants are: C([O:3][C:4](=[O:26])[C@@H:5]([N:10]1[CH2:14][C:13]([O:15][C:16]2[CH:21]=[CH:20][CH:19]=[C:18]([CH:22]=[CH2:23])[C:17]=2[F:24])=[CH:12][C:11]1=[O:25])[CH2:6][CH:7]([CH3:9])[CH3:8])C.O.[OH-].[Li+]. Given the product [F:24][C:17]1[C:18]([CH:22]=[CH2:23])=[CH:19][CH:20]=[CH:21][C:16]=1[O:15][C:13]1[CH2:14][N:10]([C@@H:5]([CH2:6][CH:7]([CH3:8])[CH3:9])[C:4]([OH:26])=[O:3])[C:11](=[O:25])[CH:12]=1, predict the reactants needed to synthesize it. (5) Given the product [Cl:8][C:6]1[C:5]([C:9]([F:12])([F:11])[F:10])=[CH:4][N:3]=[C:2]([NH:37][C:34]2[CH:35]=[CH:36][C:31]([CH:28]3[CH2:27][CH2:26][N:25]([C:18]([O:20][C:21]([CH3:24])([CH3:23])[CH3:22])=[O:19])[CH2:30][CH2:29]3)=[CH:32][CH:33]=2)[N:7]=1, predict the reactants needed to synthesize it. The reactants are: Cl[C:2]1[N:7]=[C:6]([Cl:8])[C:5]([C:9]([F:12])([F:11])[F:10])=[CH:4][N:3]=1.CCOCC.[C:18]([N:25]1[CH2:30][CH2:29][CH:28]([C:31]2[CH:36]=[CH:35][C:34]([NH2:37])=[CH:33][CH:32]=2)[CH2:27][CH2:26]1)([O:20][C:21]([CH3:24])([CH3:23])[CH3:22])=[O:19].CCN(CC)CC. (6) Given the product [CH:1]1([C:4]([C:6]2[CH:15]=[C:14]3[C:9]([N:10]=[C:11]([C:27]4[CH:32]=[CH:31][C:30]([F:33])=[CH:29][CH:28]=4)[C:12]([CH2:16][CH2:17][CH2:18][CH2:19][C:20]([OH:22])=[O:21])=[N:13]3)=[CH:8][CH:7]=2)=[O:5])[CH2:3][CH2:2]1, predict the reactants needed to synthesize it. The reactants are: [CH:1]1([C:4]([C:6]2[CH:15]=[C:14]3[C:9]([N:10]=[C:11]([C:27]4[CH:32]=[CH:31][C:30]([F:33])=[CH:29][CH:28]=4)[C:12]([CH2:16][CH2:17][CH2:18][CH2:19][C:20]([O:22]C(C)(C)C)=[O:21])=[N:13]3)=[CH:8][CH:7]=2)=[O:5])[CH2:3][CH2:2]1.C(O)(C(F)(F)F)=O.C(Cl)Cl. (7) Given the product [CH3:2][C:1]1[C:4]2[C:9](=[CH:8][CH:7]=[C:6]([N:11]3[CH2:15][CH2:14][N:13]([C:16]4[CH:17]=[N:18][CH:19]=[CH:20][C:21]=4[CH3:22])[C:12]3=[O:23])[CH:5]=2)[NH:28][N:27]=1, predict the reactants needed to synthesize it. The reactants are: [C:1]([C:4]1[CH:5]=[C:6]([N:11]2[CH2:15][CH2:14][N:13]([C:16]3[CH:17]=[N:18][CH:19]=[CH:20][C:21]=3[CH3:22])[C:12]2=[O:23])[CH:7]=[CH:8][C:9]=1F)(=O)[CH3:2].CO.O.[NH2:27][NH2:28].